Dataset: Full USPTO retrosynthesis dataset with 1.9M reactions from patents (1976-2016). Task: Predict the reactants needed to synthesize the given product. (1) Given the product [CH3:20][O:21][C:22]1[CH:27]=[CH:26][C:25]([O:28][CH3:29])=[CH:24][C:23]=1[CH2:30][O:31][C:33]1[CH:42]=[C:41]2[C:36]([CH:37]=[C:38]([C:44]([O:46][CH3:47])=[O:45])[C:39](=[O:43])[O:40]2)=[CH:35][CH:34]=1, predict the reactants needed to synthesize it. The reactants are: C1(P(C2C=CC=CC=2)C2C=CC=CC=2)C=CC=CC=1.[CH3:20][O:21][C:22]1[CH:27]=[CH:26][C:25]([O:28][CH3:29])=[CH:24][C:23]=1[CH2:30][OH:31].O[C:33]1[CH:42]=[C:41]2[C:36]([CH:37]=[C:38]([C:44]([O:46][CH3:47])=[O:45])[C:39](=[O:43])[O:40]2)=[CH:35][CH:34]=1.Cl. (2) Given the product [CH3:16][NH:18][C:19]([CH3:20])([C:21]([NH:23][C@H:24]([C:28]([N:30]([C@@H:32]([C@@H:67]([CH3:70])[CH2:68][CH3:69])[C@H:33]([O:65][CH3:66])[CH2:34][C:35]([N:37]1[CH2:41][CH2:40][CH2:39][C@H:38]1[C@H:42]([O:63][CH3:64])[C@@H:43]([CH3:62])[C:44]([NH:46][C@@H:47]([CH2:55][C:56]1[CH:61]=[CH:60][CH:59]=[CH:58][CH:57]=1)[C:48]([O:50][C:51]([CH3:53])([CH3:52])[CH3:54])=[O:49])=[O:45])=[O:36])[CH3:31])=[O:29])[CH:25]([CH3:26])[CH3:27])=[O:22])[CH3:71], predict the reactants needed to synthesize it. The reactants are: C1C2C(CO[C:16]([N:18](C)[C:19]([CH3:71])([C:21]([NH:23][C@H:24]([C:28]([N:30]([C@@H:32]([C@@H:67]([CH3:70])[CH2:68][CH3:69])[C@H:33]([O:65][CH3:66])[CH2:34][C:35]([N:37]3[CH2:41][CH2:40][CH2:39][C@H:38]3[C@H:42]([O:63][CH3:64])[C@@H:43]([CH3:62])[C:44]([NH:46][C@@H:47]([CH2:55][C:56]3[CH:61]=[CH:60][CH:59]=[CH:58][CH:57]=3)[C:48]([O:50][C:51]([CH3:54])([CH3:53])[CH3:52])=[O:49])=[O:45])=[O:36])[CH3:31])=[O:29])[CH:25]([CH3:27])[CH3:26])=[O:22])[CH3:20])=O)C3C(=CC=CC=3)C=2C=CC=1.C(NCC)C. (3) The reactants are: [NH:1]([C:3]1[CH:8]=[CH:7][CH:6]=[CH:5][N:4]=1)[NH2:2].CO[CH:11]=[CH:12][C:13]#[N:14].[O-]CC.[Na+]. Given the product [N:4]1[CH:5]=[CH:6][CH:7]=[CH:8][C:3]=1[N:1]1[CH:11]=[CH:12][C:13]([NH2:14])=[N:2]1, predict the reactants needed to synthesize it.